From a dataset of NCI-60 drug combinations with 297,098 pairs across 59 cell lines. Regression. Given two drug SMILES strings and cell line genomic features, predict the synergy score measuring deviation from expected non-interaction effect. (1) Drug 1: COC1=C(C=C2C(=C1)N=CN=C2NC3=CC(=C(C=C3)F)Cl)OCCCN4CCOCC4. Drug 2: C1=CC=C(C=C1)NC(=O)CCCCCCC(=O)NO. Cell line: HCC-2998. Synergy scores: CSS=11.1, Synergy_ZIP=-3.60, Synergy_Bliss=-4.86, Synergy_Loewe=-6.01, Synergy_HSA=-2.57. (2) Drug 1: CC1C(C(=O)NC(C(=O)N2CCCC2C(=O)N(CC(=O)N(C(C(=O)O1)C(C)C)C)C)C(C)C)NC(=O)C3=C4C(=C(C=C3)C)OC5=C(C(=O)C(=C(C5=N4)C(=O)NC6C(OC(=O)C(N(C(=O)CN(C(=O)C7CCCN7C(=O)C(NC6=O)C(C)C)C)C)C(C)C)C)N)C. Drug 2: C1=NC2=C(N1)C(=S)N=CN2. Cell line: NCIH23. Synergy scores: CSS=46.1, Synergy_ZIP=-17.2, Synergy_Bliss=-8.87, Synergy_Loewe=-5.98, Synergy_HSA=-3.13. (3) Drug 1: C1C(C(OC1N2C=C(C(=O)NC2=O)F)CO)O. Drug 2: COC1=NC(=NC2=C1N=CN2C3C(C(C(O3)CO)O)O)N. Cell line: SW-620. Synergy scores: CSS=30.2, Synergy_ZIP=0.498, Synergy_Bliss=0.535, Synergy_Loewe=-26.2, Synergy_HSA=0.799. (4) Drug 1: CC1C(C(=O)NC(C(=O)N2CCCC2C(=O)N(CC(=O)N(C(C(=O)O1)C(C)C)C)C)C(C)C)NC(=O)C3=C4C(=C(C=C3)C)OC5=C(C(=O)C(=C(C5=N4)C(=O)NC6C(OC(=O)C(N(C(=O)CN(C(=O)C7CCCN7C(=O)C(NC6=O)C(C)C)C)C)C(C)C)C)N)C. Drug 2: CCC1(CC2CC(C3=C(CCN(C2)C1)C4=CC=CC=C4N3)(C5=C(C=C6C(=C5)C78CCN9C7C(C=CC9)(C(C(C8N6C)(C(=O)OC)O)OC(=O)C)CC)OC)C(=O)OC)O.OS(=O)(=O)O. Cell line: IGROV1. Synergy scores: CSS=8.18, Synergy_ZIP=-7.89, Synergy_Bliss=-5.11, Synergy_Loewe=-7.24, Synergy_HSA=-6.45.